From a dataset of Merck oncology drug combination screen with 23,052 pairs across 39 cell lines. Regression. Given two drug SMILES strings and cell line genomic features, predict the synergy score measuring deviation from expected non-interaction effect. (1) Drug 1: CN(Cc1cnc2nc(N)nc(N)c2n1)c1ccc(C(=O)NC(CCC(=O)O)C(=O)O)cc1. Drug 2: CCc1cnn2c(NCc3ccc[n+]([O-])c3)cc(N3CCCCC3CCO)nc12. Cell line: DLD1. Synergy scores: synergy=12.2. (2) Drug 1: COC1=C2CC(C)CC(OC)C(O)C(C)C=C(C)C(OC(N)=O)C(OC)C=CC=C(C)C(=O)NC(=CC1=O)C2=O. Drug 2: Cn1cc(-c2cnn3c(N)c(Br)c(C4CCCNC4)nc23)cn1. Cell line: NCIH460. Synergy scores: synergy=2.50. (3) Cell line: COLO320DM. Synergy scores: synergy=0.884. Drug 2: CCc1cnn2c(NCc3ccc[n+]([O-])c3)cc(N3CCCCC3CCO)nc12. Drug 1: COC12C(COC(N)=O)C3=C(C(=O)C(C)=C(N)C3=O)N1CC1NC12. (4) Drug 2: CNC(=O)c1cc(Oc2ccc(NC(=O)Nc3ccc(Cl)c(C(F)(F)F)c3)cc2)ccn1. Cell line: SKMES1. Synergy scores: synergy=30.1. Drug 1: COC1CC2CCC(C)C(O)(O2)C(=O)C(=O)N2CCCCC2C(=O)OC(C(C)CC2CCC(OP(C)(C)=O)C(OC)C2)CC(=O)C(C)C=C(C)C(O)C(OC)C(=O)C(C)CC(C)C=CC=CC=C1C. (5) Drug 1: Nc1ccn(C2OC(CO)C(O)C2(F)F)c(=O)n1. Drug 2: CC(C)CC(NC(=O)C(Cc1ccccc1)NC(=O)c1cnccn1)B(O)O. Cell line: HT144. Synergy scores: synergy=8.52. (6) Drug 1: CCC1(O)C(=O)OCc2c1cc1n(c2=O)Cc2cc3c(CN(C)C)c(O)ccc3nc2-1. Drug 2: Cn1c(=O)n(-c2ccc(C(C)(C)C#N)cc2)c2c3cc(-c4cnc5ccccc5c4)ccc3ncc21. Cell line: ES2. Synergy scores: synergy=16.3. (7) Drug 2: COC1=C2CC(C)CC(OC)C(O)C(C)C=C(C)C(OC(N)=O)C(OC)C=CC=C(C)C(=O)NC(=CC1=O)C2=O. Drug 1: NC1(c2ccc(-c3nc4ccn5c(=O)[nH]nc5c4cc3-c3ccccc3)cc2)CCC1. Synergy scores: synergy=12.3. Cell line: SW837.